Task: Regression. Given a peptide amino acid sequence and an MHC pseudo amino acid sequence, predict their binding affinity value. This is MHC class I binding data.. Dataset: Peptide-MHC class I binding affinity with 185,985 pairs from IEDB/IMGT (1) The peptide sequence is KQIGGTLFE. The MHC is HLA-A02:16 with pseudo-sequence HLA-A02:16. The binding affinity (normalized) is 0.0847. (2) The peptide sequence is YLGDEILEV. The MHC is H-2-Db with pseudo-sequence H-2-Db. The binding affinity (normalized) is 0. (3) The peptide sequence is GAPWKIWML. The MHC is HLA-B18:01 with pseudo-sequence HLA-B18:01. The binding affinity (normalized) is 0.0847. (4) The peptide sequence is VYFVLTDRF. The MHC is HLA-A02:03 with pseudo-sequence HLA-A02:03. The binding affinity (normalized) is 0.0847. (5) The peptide sequence is GDYKLVEI. The MHC is HLA-B57:01 with pseudo-sequence HLA-B57:01. The binding affinity (normalized) is 0. (6) The binding affinity (normalized) is 0.0847. The peptide sequence is YLPYDIFCR. The MHC is HLA-A25:01 with pseudo-sequence HLA-A25:01. (7) The binding affinity (normalized) is 0.559. The MHC is HLA-B15:17 with pseudo-sequence HLA-B15:17. The peptide sequence is FPYEGGKVF.